From a dataset of Reaction yield outcomes from USPTO patents with 853,638 reactions. Predict the reaction yield, written as a fraction of the theoretical maximum amount of product (1.0 means a 100% yield; for example, 0.34 means a 34% yield). (1) The reactants are [CH3:1][O:2][C:3]1[CH:4]=[C:5]2[C:10](=[CH:11][C:12]=1[O:13][CH3:14])[N:9]=[CH:8][N:7]=[C:6]2[O:15][C:16]1[CH:22]=[CH:21][C:19]([NH2:20])=[CH:18][CH:17]=1.ClC(Cl)(O[C:27](=[O:33])OC(Cl)(Cl)Cl)Cl.FC1[CH:43]=[C:42](F)[CH:41]=[CH:40][C:37]=1[CH2:38][NH2:39].CO.C([N:49](CC)CC)C. The catalyst is C(Cl)(Cl)Cl. The product is [CH3:1][O:2][C:3]1[CH:4]=[C:5]2[C:10](=[CH:11][C:12]=1[O:13][CH3:14])[N:9]=[CH:8][N:7]=[C:6]2[O:15][C:16]1[CH:22]=[CH:21][C:19]([NH:20][C:27]([NH:49][CH2:43][C:42]2[CH:41]=[CH:40][CH:37]=[CH:38][N:39]=2)=[O:33])=[CH:18][CH:17]=1. The yield is 0.430. (2) The reactants are [CH3:1][O:2][C:3]1[CH:8]=[CH:7][C:6]([C:9]2[C:13]3[CH:14]=[C:15]([C:18]4[O:22][C:21]([SH:23])=[N:20][N:19]=4)[CH:16]=[CH:17][C:12]=3[O:11][CH:10]=2)=[CH:5][CH:4]=1.[F:24][C:25]1[CH:26]=[C:27]([CH:30]=[CH:31][CH:32]=1)[CH2:28]Br. No catalyst specified. The product is [F:24][C:25]1[CH:26]=[C:27]([CH:30]=[CH:31][CH:32]=1)[CH2:28][S:23][C:21]1[O:22][C:18]([C:15]2[CH:16]=[CH:17][C:12]3[O:11][CH:10]=[C:9]([C:6]4[CH:5]=[CH:4][C:3]([O:2][CH3:1])=[CH:8][CH:7]=4)[C:13]=3[CH:14]=2)=[N:19][N:20]=1. The yield is 0.850. (3) The reactants are [OH:1][CH2:2][CH2:3][CH2:4][CH2:5][O:6][C:7](=[O:10])[CH:8]=[CH2:9].[CH3:11][O:12][C:13](=[O:17])[C:14]([CH3:16])=[CH2:15].CC(N=NC(C#N)(C)C)(C#N)C. The catalyst is C1COCC1. The product is [OH:1][CH2:2][CH2:3][CH2:4][CH2:5][O:6][C:7](=[O:10])[CH:8]=[CH2:9].[CH3:11][O:12][C:13](=[O:17])[C:14]([CH3:16])=[CH2:15]. The yield is 0.800. (4) The reactants are [CH3:1][O:2][C:3]1[CH:8]=[CH:7][CH:6]=[CH:5][C:4]=1[N:9]1[CH2:14][CH2:13][N:12]([CH2:15][C:16]([NH:18][C:19]2[CH:24]=[CH:23][CH:22]=[CH:21][N:20]=2)=O)[CH2:11][CH2:10]1.[H-].[H-].[H-].[H-].[Li+].[Al+3]. The catalyst is C1COCC1. The product is [CH3:1][O:2][C:3]1[CH:8]=[CH:7][CH:6]=[CH:5][C:4]=1[N:9]1[CH2:14][CH2:13][N:12]([CH2:15][CH2:16][NH:18][C:19]2[CH:24]=[CH:23][CH:22]=[CH:21][N:20]=2)[CH2:11][CH2:10]1. The yield is 0.790. (5) The reactants are [Cl:1][C:2]1[C:3]([CH:24]([F:26])[F:25])=[CH:4][C:5]([N+:21]([O-])=O)=[C:6]([NH:8][CH:9]2[CH2:14][CH2:13][N:12]([CH:15]3[CH2:20][CH2:19][O:18][CH2:17][CH2:16]3)[CH2:11][CH2:10]2)[CH:7]=1.O.NN. The yield is 0.590. The product is [Cl:1][C:2]1[CH:7]=[C:6]([NH:8][CH:9]2[CH2:10][CH2:11][N:12]([CH:15]3[CH2:16][CH2:17][O:18][CH2:19][CH2:20]3)[CH2:13][CH2:14]2)[C:5]([NH2:21])=[CH:4][C:3]=1[CH:24]([F:26])[F:25]. The catalyst is C(O)C.[Ni]. (6) The reactants are [NH2:1][C:2]1[CH:3]=[C:4]([CH:21]=[CH:22][CH:23]=1)[O:5][C:6]1[CH:7]=[CH:8][C:9]2[N:10]([CH:12]=[C:13]([NH:15][C:16]([CH:18]3[CH2:20][CH2:19]3)=[O:17])[N:14]=2)[N:11]=1.[F:24][C:25]1[CH:26]=[C:27]([CH:31]=[C:32]([C:34]([F:37])([F:36])[F:35])[CH:33]=1)[C:28](O)=[O:29].ON1C2C=CC=CC=2N=N1.Cl.C(N=C=NCCCN(C)C)C. The catalyst is CN(C)C=O. The product is [CH:18]1([C:16]([NH:15][C:13]2[N:14]=[C:9]3[CH:8]=[CH:7][C:6]([O:5][C:4]4[CH:3]=[C:2]([NH:1][C:28](=[O:29])[C:27]5[CH:31]=[C:32]([C:34]([F:35])([F:36])[F:37])[CH:33]=[C:25]([F:24])[CH:26]=5)[CH:23]=[CH:22][CH:21]=4)=[N:11][N:10]3[CH:12]=2)=[O:17])[CH2:20][CH2:19]1. The yield is 0.880.